Dataset: Forward reaction prediction with 1.9M reactions from USPTO patents (1976-2016). Task: Predict the product of the given reaction. (1) Given the reactants [CH3:1][N:2]1[C:11]2[C:6](=[CH:7][C:8]([CH:12]3[CH2:16][CH2:15][N:14](C(OC(C)(C)C)=O)[CH2:13]3)=[CH:9][CH:10]=2)[CH:5]=[CH:4][C:3]1=[O:24].[ClH:25].O1CCOCC1, predict the reaction product. The product is: [CH3:1][N:2]1[C:11]2[C:6](=[CH:7][C:8]([CH:12]3[CH2:16][CH2:15][NH:14][CH2:13]3)=[CH:9][CH:10]=2)[CH:5]=[CH:4][C:3]1=[O:24].[ClH:25]. (2) The product is: [Cl:14][C:15]1[C:16]([CH3:25])=[C:17]2[C:21](=[CH:22][CH:23]=1)[NH:20][C:19](=[O:24])[C:18]2=[CH:11][C:8]1[NH:9][CH:10]=[C:6]([CH2:5][CH2:4][C:1]([OH:3])=[O:2])[C:7]=1[CH3:13]. Given the reactants [C:1]([CH2:4][CH2:5][C:6]1[C:7]([CH3:13])=[C:8]([CH:11]=O)[NH:9][CH:10]=1)([OH:3])=[O:2].[Cl:14][C:15]1[C:16]([CH3:25])=[C:17]2[C:21](=[CH:22][CH:23]=1)[NH:20][C:19](=[O:24])[CH2:18]2, predict the reaction product. (3) Given the reactants [OH:1][CH:2]1[CH2:5][N:4]([C:6]2[N:11]=[N:10][C:9]([C:12]3[CH:13]=[N:14][CH:15]=[C:16]([CH:22]=3)[C:17]([O:19][CH2:20][CH3:21])=[O:18])=[CH:8][CH:7]=2)[CH2:3]1.[Br:23][C:24]1[CH:29]=[CH:28][CH:27]=[CH:26][C:25]=1O.N(C(N1CCCCC1)=O)=NC(N1CCCCC1)=O.C(P(CCCC)CCCC)CCC, predict the reaction product. The product is: [Br:23][C:24]1[CH:29]=[CH:28][CH:27]=[CH:26][C:25]=1[O:1][CH:2]1[CH2:3][N:4]([C:6]2[N:11]=[N:10][C:9]([C:12]3[CH:13]=[N:14][CH:15]=[C:16]([CH:22]=3)[C:17]([O:19][CH2:20][CH3:21])=[O:18])=[CH:8][CH:7]=2)[CH2:5]1. (4) Given the reactants [CH3:1][CH:2]([CH3:33])[C:3]([NH:5][C:6]1[CH:11]=[CH:10][CH:9]=[C:8]([CH:12]2[CH2:17][CH2:16][N:15]([CH2:18][CH2:19][CH2:20][CH2:21][C:22]([C:24]3[CH:29]=[CH:28][CH:27]=[C:26]([N+:30]([O-:32])=[O:31])[CH:25]=3)=O)[CH2:14][CH2:13]2)[CH:7]=1)=[O:4].Cl.[F:35][C:36]([F:47])([F:46])[O:37][C:38]1[CH:43]=[CH:42][C:41]([NH:44]N)=[CH:40][CH:39]=1, predict the reaction product. The product is: [CH3:1][CH:2]([CH3:33])[C:3]([NH:5][C:6]1[CH:11]=[CH:10][CH:9]=[C:8]([CH:12]2[CH2:13][CH2:14][N:15]([CH2:18][CH2:19][CH2:20][C:21]3[C:42]4[C:41](=[CH:40][CH:39]=[C:38]([O:37][C:36]([F:35])([F:46])[F:47])[CH:43]=4)[NH:44][C:22]=3[C:24]3[CH:29]=[CH:28][CH:27]=[C:26]([N+:30]([O-:32])=[O:31])[CH:25]=3)[CH2:16][CH2:17]2)[CH:7]=1)=[O:4]. (5) Given the reactants [C:1]([O:5][C:6](=[O:17])[CH2:7]OC1C=CC(Cl)=CC=1Br)([CH3:4])([CH3:3])[CH3:2].[Br:18][C:19]1[CH:24]=[CH:23][C:22]([OH:25])=[C:21]([I:26])[CH:20]=1, predict the reaction product. The product is: [Br:18][C:19]1[CH:24]=[CH:23][C:22]([O:25][CH2:7][C:6]([O:5][C:1]([CH3:4])([CH3:3])[CH3:2])=[O:17])=[C:21]([I:26])[CH:20]=1. (6) The product is: [C:32]([O:10][C@H:9]1[C@H:8]([O:11][C:12]([CH3:15])([CH3:14])[CH3:13])[C@H:7]2[CH2:16][O:17][C@@:5]([SiH:18]([C:19]3[CH:20]=[CH:21][CH:22]=[CH:23][CH:24]=3)[C:25]3[CH:30]=[CH:29][CH:28]=[CH:27][CH:26]=3)([O:6]2)[C@@H:4]1[N:1]=[N+:2]=[N-:3])(=[O:33])[CH3:31]. Given the reactants [N:1]([C@@H:4]1[C@@H:9]([OH:10])[C@H:8]([O:11][C:12]([CH3:15])([CH3:14])[CH3:13])[C@H:7]2[CH2:16][O:17][C@@:5]1([SiH:18]([C:25]1[CH:30]=[CH:29][CH:28]=[CH:27][CH:26]=1)[C:19]1[CH:24]=[CH:23][CH:22]=[CH:21][CH:20]=1)[O:6]2)=[N+:2]=[N-:3].[CH3:31][C:32](OC(C)=O)=[O:33].N1C=CC=CC=1, predict the reaction product.